From a dataset of Forward reaction prediction with 1.9M reactions from USPTO patents (1976-2016). Predict the product of the given reaction. (1) Given the reactants [C:1]([C:3]1[CH:8]=[CH:7][C:6]([NH:9][CH:10]([C:16]2[CH:21]=[C:20]([CH:22]([CH3:24])[CH3:23])[C:19]([O:25]C(C)C)=[CH:18][C:17]=2[CH3:29])[C:11]([O:13][CH2:14][CH3:15])=[O:12])=[CH:5][CH:4]=1)#[N:2].B(Br)(Br)Br.C([O-])([O-])=O.[Cs+].[Cs+].I[CH2:41][C:42]([NH2:44])=[O:43].OS([O-])(=O)=O.[K+], predict the reaction product. The product is: [C:1]([C:3]1[CH:8]=[CH:7][C:6]([NH:9][CH:10]([C:16]2[CH:21]=[C:20]([CH:22]([CH3:23])[CH3:24])[C:19]([O:25][CH2:41][C:42](=[O:43])[NH2:44])=[CH:18][C:17]=2[CH3:29])[C:11]([O:13][CH2:14][CH3:15])=[O:12])=[CH:5][CH:4]=1)#[N:2]. (2) Given the reactants [F:1][C:2]1[C:31]([F:32])=[CH:30][CH:29]=[CH:28][C:3]=1[CH2:4][NH:5][C:6]1[C:11]([C:12]([NH2:14])=[O:13])=[CH:10][N:9]=[C:8]([NH:15][C:16]2[CH:21]=[CH:20][C:19]([CH:22]3[CH2:27][CH2:26][NH:25][CH2:24][CH2:23]3)=[CH:18][CH:17]=2)[CH:7]=1.CCN(C(C)C)C(C)C.[C:42](O)(C(F)(F)F)=[O:43], predict the reaction product. The product is: [F:1][C:2]1[C:31]([F:32])=[CH:30][CH:29]=[CH:28][C:3]=1[CH2:4][NH:5][C:6]1[C:11]([C:12]([NH2:14])=[O:13])=[CH:10][N:9]=[C:8]([NH:15][C:16]2[CH:17]=[CH:18][C:19]([CH:22]3[CH2:23][CH2:24][N:25]([CH:42]=[O:43])[CH2:26][CH2:27]3)=[CH:20][CH:21]=2)[CH:7]=1. (3) Given the reactants C([O:4][C:5]1[CH:10]=[CH:9][C:8]([Cl:11])=[CH:7][C:6]=1[Br:12])C=C.C(N(CC)[C:16]1[CH:21]=CC=C[CH:17]=1)C, predict the reaction product. The product is: [CH2:21]([C:10]1[CH:9]=[C:8]([Cl:11])[CH:7]=[C:6]([Br:12])[C:5]=1[OH:4])[CH:16]=[CH2:17].